Dataset: Reaction yield outcomes from USPTO patents with 853,638 reactions. Task: Predict the reaction yield, written as a fraction of the theoretical maximum amount of product (1.0 means a 100% yield; for example, 0.34 means a 34% yield). (1) The reactants are [O:1]=[C:2]1[C:7]([CH2:8][C:9]2[CH:14]=[CH:13][C:12]([C:15]3[C:16]([C:21]#[N:22])=[CH:17][CH:18]=[CH:19][CH:20]=3)=[CH:11][CH:10]=2)=[C:6]([CH2:23][CH2:24][CH3:25])[N:5]2[N:26]=[CH:27][CH:28]=[C:4]2[N:3]1[C@H:29]1[CH2:34][CH2:33][C@H:32]([O:35][CH2:36][C:37](=[O:39])[CH3:38])[CH2:31][CH2:30]1.[CH:40]1([Mg]Br)[CH2:42][CH2:41]1.C(OCC)(=O)C. The catalyst is O1CCCC1. The product is [CH:40]1([C:37]([OH:39])([CH3:38])[CH2:36][O:35][C@H:32]2[CH2:31][CH2:30][C@H:29]([N:3]3[C:2](=[O:1])[C:7]([CH2:8][C:9]4[CH:14]=[CH:13][C:12]([C:15]5[C:16]([C:21]#[N:22])=[CH:17][CH:18]=[CH:19][CH:20]=5)=[CH:11][CH:10]=4)=[C:6]([CH2:23][CH2:24][CH3:25])[N:5]4[N:26]=[CH:27][CH:28]=[C:4]34)[CH2:34][CH2:33]2)[CH2:42][CH2:41]1. The yield is 0.680. (2) The catalyst is C(O)C.O.[Fe]. The yield is 0.870. The reactants are C([Si]([O:8][CH2:9][CH2:10][CH2:11][O:12][C:13]1[CH:18]=[CH:17][C:16]([Cl:19])=[CH:15][C:14]=1[N+:20]([O-])=O)(C)C)(C)(C)C.[Cl-].[NH4+]. The product is [NH2:20][C:14]1[CH:15]=[C:16]([Cl:19])[CH:17]=[CH:18][C:13]=1[O:12][CH2:11][CH2:10][CH2:9][OH:8]. (3) The reactants are [Cl:1][C:2]1[C:3]([CH3:12])=[C:4]([S:8](Cl)(=[O:10])=[O:9])[CH:5]=[CH:6][CH:7]=1.N1C=CC=CC=1.[NH2:19][C:20]1[CH:21]=[C:22]2[C:27](=[CH:28][CH:29]=1)[N:26]=[CH:25][CH:24]=[N:23]2.C([O-])(O)=O.[Na+]. The catalyst is ClCCl. The product is [Cl:1][C:2]1[C:3]([CH3:12])=[C:4]([S:8]([NH:19][C:20]2[CH:21]=[C:22]3[C:27](=[CH:28][CH:29]=2)[N:26]=[CH:25][CH:24]=[N:23]3)(=[O:10])=[O:9])[CH:5]=[CH:6][CH:7]=1. The yield is 0.870. (4) The reactants are C[O:2][C:3]([C:5]1[CH:6]=[CH:7][CH:8]=[C:9]2[O:13][C:12]([CH3:15])([CH3:14])[CH2:11][C:10]=12)=O.[H-].[Al+3].[Li+].[H-].[H-].[H-].O.[OH-].[Na+]. The catalyst is C1COCC1. The product is [CH3:14][C:12]1([CH3:15])[CH2:11][C:10]2[C:5]([CH2:3][OH:2])=[CH:6][CH:7]=[CH:8][C:9]=2[O:13]1. The yield is 0.930. (5) The reactants are [Cl:1][C:2]1[C:7]([F:8])=[CH:6][C:5]([OH:9])=[CH:4][N:3]=1.[N:10]1([C:15]2[CH:16]=[C:17](B(O)O)[CH:18]=[CH:19][CH:20]=2)[CH2:14][CH2:13][CH2:12][CH2:11]1.C(N(CC)CC)C. The catalyst is ClCCl.C([O-])(=O)C.[Cu+2].C([O-])(=O)C. The product is [Cl:1][C:2]1[C:7]([F:8])=[CH:6][C:5]([O:9][C:17]2[CH:18]=[CH:19][CH:20]=[C:15]([N:10]3[CH2:11][CH2:12][CH2:13][CH2:14]3)[CH:16]=2)=[CH:4][N:3]=1. The yield is 0.260.